From a dataset of Peptide-MHC class II binding affinity with 134,281 pairs from IEDB. Regression. Given a peptide amino acid sequence and an MHC pseudo amino acid sequence, predict their binding affinity value. This is MHC class II binding data. (1) The peptide sequence is SQTTANPSCPEAT. The MHC is DRB3_0101 with pseudo-sequence DRB3_0101. The binding affinity (normalized) is 0. (2) The peptide sequence is VGDDSGGFSTTVSTE. The MHC is HLA-DQA10501-DQB10201 with pseudo-sequence HLA-DQA10501-DQB10201. The binding affinity (normalized) is 0.0217. (3) The peptide sequence is EDGIYGIFQSTFLGA. The MHC is HLA-DQA10501-DQB10402 with pseudo-sequence HLA-DQA10501-DQB10402. The binding affinity (normalized) is 0.493. (4) The peptide sequence is GKIDFLNNYALFLSP. The MHC is DRB1_1201 with pseudo-sequence DRB1_1201. The binding affinity (normalized) is 0.492. (5) The peptide sequence is NARILKNCVDAKMTE. The MHC is DRB4_0101 with pseudo-sequence DRB4_0103. The binding affinity (normalized) is 0.481. (6) The peptide sequence is EDKYFAATQFEPLAA. The MHC is HLA-DQA10501-DQB10301 with pseudo-sequence HLA-DQA10501-DQB10301. The binding affinity (normalized) is 0.286.